From a dataset of Full USPTO retrosynthesis dataset with 1.9M reactions from patents (1976-2016). Predict the reactants needed to synthesize the given product. Given the product [ClH:65].[NH2:57][CH2:56][C@H:53]1[CH2:54][CH2:55][C@H:50]([C:48]([NH:47][C@H:32]([C:33](=[O:46])[NH:34][C:35]2[CH:36]=[CH:37][C:38]([C:41]3[N:42]=[N:43][NH:44][N:45]=3)=[CH:39][CH:40]=2)[CH2:31][C:28]2[CH:27]=[CH:26][C:25]([C:10]3[CH:11]=[CH:12][C:13]([C:15]([NH:16][C@H:17]4[CH2:22][CH2:21][CH2:20][N:19]([CH3:23])[CH2:18]4)=[O:24])=[CH:14][C:9]=3[CH3:8])=[CH:30][CH:29]=2)=[O:49])[CH2:51][CH2:52]1, predict the reactants needed to synthesize it. The reactants are: FC(F)(F)C(O)=O.[CH3:8][C:9]1[CH:14]=[C:13]([C:15](=[O:24])[NH:16][C@H:17]2[CH2:22][CH2:21][CH2:20][N:19]([CH3:23])[CH2:18]2)[CH:12]=[CH:11][C:10]=1[C:25]1[CH:30]=[CH:29][C:28]([CH2:31][C@H:32]([NH:47][C:48]([C@H:50]2[CH2:55][CH2:54][C@H:53]([CH2:56][NH:57]C(=O)OC(C)(C)C)[CH2:52][CH2:51]2)=[O:49])[C:33](=[O:46])[NH:34][C:35]2[CH:40]=[CH:39][C:38]([C:41]3[N:42]=[N:43][NH:44][N:45]=3)=[CH:37][CH:36]=2)=[CH:27][CH:26]=1.[ClH:65].